From a dataset of Full USPTO retrosynthesis dataset with 1.9M reactions from patents (1976-2016). Predict the reactants needed to synthesize the given product. The reactants are: [Cl-].C[NH2+]C[CH2:5][CH2:6][C:7]([NH:9][CH2:10][CH2:11][F:12])=[O:8].[CH3:13][N:14]1[C:26]2[CH2:25][CH2:24][CH:23]([CH:27]3[CH2:32][CH2:31][O:30][CH2:29][CH2:28]3)[CH2:22][C:21]=2[C:20]2[C:15]1=[CH:16][CH:17]=[C:18](C(O)=O)[CH:19]=2.CCN(C(C)C)C(C)C.CN(C(ON1N=NC2C=CC=NC1=2)=[N+](C)C)C.F[P-](F)(F)(F)(F)F.[CH3:69][N:70]([CH:72]=[O:73])[CH3:71]. Given the product [F:12][CH2:11][CH2:10][NH:9][C:7](=[O:8])[CH2:6][CH2:5][CH2:69][N:70]([CH3:71])[C:72]([C:18]1[CH:19]=[C:20]2[C:15](=[CH:16][CH:17]=1)[N:14]([CH3:13])[C:26]1[CH2:25][CH2:24][CH:23]([CH:27]3[CH2:32][CH2:31][O:30][CH2:29][CH2:28]3)[CH2:22][C:21]2=1)=[O:73], predict the reactants needed to synthesize it.